This data is from Catalyst prediction with 721,799 reactions and 888 catalyst types from USPTO. The task is: Predict which catalyst facilitates the given reaction. (1) Reactant: [CH:1]1[C:5]2=[C:6]([OH:15])[C:7]3[CH:14]=[CH:13][C:11](=[O:12])[O:10][C:8]=3[CH:9]=[C:4]2[O:3][CH:2]=1.[O:16]([CH2:23][CH2:24][CH2:25]Br)[C:17]1[CH:22]=[CH:21][CH:20]=[CH:19][CH:18]=1.C(=O)([O-])[O-].[K+].[K+].[I-].[K+]. Product: [O:16]([CH2:23][CH2:24][CH2:25][O:15][C:6]1[C:7]2[CH:14]=[CH:13][C:11](=[O:12])[O:10][C:8]=2[CH:9]=[C:4]2[O:3][CH:2]=[CH:1][C:5]=12)[C:17]1[CH:22]=[CH:21][CH:20]=[CH:19][CH:18]=1. The catalyst class is: 131. (2) Reactant: [Cl:1][C:2]1[CH:10]=[C:9]([C:11]2[CH:12]=[N:13][N:14]([CH3:16])[CH:15]=2)[CH:8]=[C:7]2[C:3]=1[CH2:4][CH2:5][NH:6]2.Br[C:18]1[C:22]2[CH2:23][N:24]([C:27](=[O:29])[CH3:28])[CH2:25][CH2:26][C:21]=2[N:20]([CH:30]2[CH2:34][CH2:33][O:32][CH2:31]2)[N:19]=1.C(O[Na])(C)(C)C.COC(C)(C)C.C1(P(C2CCCCC2)C2C=CC=CC=2C2C(OC(C)C)=CC=CC=2OC(C)C)CCCCC1. Product: [Cl:1][C:2]1[CH:10]=[C:9]([C:11]2[CH:12]=[N:13][N:14]([CH3:16])[CH:15]=2)[CH:8]=[C:7]2[C:3]=1[CH2:4][CH2:5][N:6]2[C:18]1[C:22]2[CH2:23][N:24]([C:27](=[O:29])[CH3:28])[CH2:25][CH2:26][C:21]=2[N:20]([CH:30]2[CH2:34][CH2:33][O:32][CH2:31]2)[N:19]=1. The catalyst class is: 38. (3) Reactant: [N+:1]([C:4]1[CH:11]=[CH:10][CH:9]=[C:6]([C:7]#[N:8])[C:5]=1[C:12]#[N:13])([O-])=O.C(=O)([O-])[O-].[K+].[K+].[CH3:20][N:21]1[CH2:26][CH2:25]N[CH2:23][CH2:22]1. Product: [CH3:20][N:21]1[CH2:26][CH2:25][N:1]([C:4]2[CH:11]=[CH:10][CH:9]=[C:6]([C:7]#[N:8])[C:5]=2[C:12]#[N:13])[CH2:23][CH2:22]1. The catalyst class is: 6. (4) The catalyst class is: 195. Product: [O:1]([C@@:9]12[C@H:17]([C:16]([O:20][CH3:21])=[O:19])[CH2:18][C@@H:15]1[CH2:14][CH2:13][CH2:12][CH2:11][CH2:10]2)[Si:2]([C:5]([CH3:8])([CH3:7])[CH3:6])([CH3:4])[CH3:3]. Reactant: [O:1]([C:9]1[CH2:15][CH2:14][CH2:13][CH2:12][CH2:11][CH:10]=1)[Si:2]([C:5]([CH3:8])([CH3:7])[CH3:6])([CH3:4])[CH3:3].[C:16]([O:20][CH3:21])(=[O:19])[CH:17]=[CH2:18].[N-](S(C(F)(F)F)(=O)=O)S(C(F)(F)F)(=O)=O.C(=O)(O)[O-].